From a dataset of Peptide-MHC class I binding affinity with 185,985 pairs from IEDB/IMGT. Regression. Given a peptide amino acid sequence and an MHC pseudo amino acid sequence, predict their binding affinity value. This is MHC class I binding data. (1) The peptide sequence is VMFRNASEY. The MHC is BoLA-JSP.1 with pseudo-sequence BoLA-JSP.1. The binding affinity (normalized) is 0.0641. (2) The binding affinity (normalized) is 0.0847. The MHC is HLA-B08:03 with pseudo-sequence HLA-B08:03. The peptide sequence is VFMDNAFKK. (3) The peptide sequence is RQEMASRGLW. The MHC is HLA-A24:02 with pseudo-sequence HLA-A24:02. The binding affinity (normalized) is 0.158. (4) The peptide sequence is ASITPNNLNK. The MHC is HLA-A68:01 with pseudo-sequence HLA-A68:01. The binding affinity (normalized) is 0.821.